This data is from HIV replication inhibition screening data with 41,000+ compounds from the AIDS Antiviral Screen. The task is: Binary Classification. Given a drug SMILES string, predict its activity (active/inactive) in a high-throughput screening assay against a specified biological target. (1) The compound is O=C1C(=Cc2ccccc2)CN(C(=O)Oc2ccc([N+](=O)[O-])cc2)CC1=Cc1ccccc1. The result is 0 (inactive). (2) The compound is CCCCCC=C1c2ccccc2C=Cc2ccccc21. The result is 0 (inactive). (3) The compound is Cc1cccc(C)c1NC(=O)CCCC(=O)C(C#N)c1ccc(Cl)cc1. The result is 0 (inactive). (4) The molecule is Cc1ccc(-c2nc3n(c2C=NNC(=N)N)CCS3)cc1.Cl. The result is 0 (inactive). (5) The result is 0 (inactive). The compound is CCC1(c2ccccc2)C(=O)N=C(c2ccccc2)N1CCc1ccccc1. (6) The drug is O=C1OC(=O)c2c1c(-c1ccccc1)nc1ccccc21. The result is 0 (inactive).